This data is from Peptide-MHC class I binding affinity with 185,985 pairs from IEDB/IMGT. The task is: Regression. Given a peptide amino acid sequence and an MHC pseudo amino acid sequence, predict their binding affinity value. This is MHC class I binding data. (1) The peptide sequence is KCHDHYLCRH. The MHC is HLA-A33:01 with pseudo-sequence HLA-A33:01. The binding affinity (normalized) is 0. (2) The peptide sequence is KHDFIDNPL. The MHC is HLA-B48:01 with pseudo-sequence HLA-B48:01. The binding affinity (normalized) is 0.0847. (3) The peptide sequence is LIQDWIPPL. The MHC is HLA-A68:02 with pseudo-sequence HLA-A68:02. The binding affinity (normalized) is 0.329. (4) The peptide sequence is CAPHRVSGVI. The MHC is HLA-A02:06 with pseudo-sequence HLA-A02:06. The binding affinity (normalized) is 0.0128. (5) The peptide sequence is RVFNGDDVK. The MHC is HLA-B40:01 with pseudo-sequence HLA-B40:01. The binding affinity (normalized) is 0.0847. (6) The binding affinity (normalized) is 0.776. The MHC is Patr-A0901 with pseudo-sequence Patr-A0901. The peptide sequence is VWARPDYNPPL. (7) The peptide sequence is TCKAFGLYK. The MHC is HLA-A03:01 with pseudo-sequence HLA-A03:01. The binding affinity (normalized) is 0.190. (8) The peptide sequence is RYSIFFDY. The MHC is HLA-B18:01 with pseudo-sequence HLA-B18:01. The binding affinity (normalized) is 0.165.